The task is: Predict the product of the given reaction.. This data is from Forward reaction prediction with 1.9M reactions from USPTO patents (1976-2016). (1) Given the reactants [CH:1]1([N:4]2[C:8]3[C:9]([O:19][C@@H:20]([C@H:22]4[CH2:26][NH:25][C:24](=[O:27])[CH2:23]4)[CH3:21])=[N:10][C:11]([C:13]4[CH:18]=[CH:17]N=[CH:15][CH:14]=4)=[CH:12][C:7]=3[N:6]=[CH:5]2)[CH2:3][CH2:2]1.[C:28]1(B(O)O)C=CC=CC=1, predict the reaction product. The product is: [CH:1]1([N:4]2[C:8]3[C:9]([O:19][C@@H:20]([C@H:22]4[CH2:26][NH:25][C:24](=[O:27])[CH2:23]4)[CH3:21])=[N:10][C:11]([C:13]4[CH:14]=[CH:15][CH:28]=[CH:17][CH:18]=4)=[CH:12][C:7]=3[N:6]=[CH:5]2)[CH2:3][CH2:2]1. (2) Given the reactants [CH3:1][O:2][CH:3]1[CH2:10][CH:9]2[CH:5]([CH2:6][CH:7]([N:11]=[N+]=[N-])[CH2:8]2)[CH2:4]1.C(Cl)(Cl)Cl, predict the reaction product. The product is: [CH3:1][O:2][CH:3]1[CH2:10][CH:9]2[CH:5]([CH2:6][CH:7]([NH2:11])[CH2:8]2)[CH2:4]1. (3) Given the reactants Br[CH:2]1[CH2:7][CH2:6][CH2:5][NH:4][C:3]1=[O:8].[N-:9]=[N+:10]=[N-:11].[Na+].O, predict the reaction product. The product is: [N:9]([CH:2]1[CH2:7][CH2:6][CH2:5][NH:4][C:3]1=[O:8])=[N+:10]=[N-:11]. (4) Given the reactants [CH3:1][N:2]1[CH2:7][CH2:6][N:5]([C:8]2[CH:9]=[CH:10][C:11]([N+:19]([O-])=O)=[C:12]([NH:14][S:15]([CH3:18])(=[O:17])=[O:16])[CH:13]=2)[CH2:4][CH2:3]1.O.NN.[C:25]1([CH3:35])[CH:30]=[CH:29][C:28]([S:31]([Cl:34])(=[O:33])=[O:32])=[CH:27][CH:26]=1.C(Cl)Cl.CO, predict the reaction product. The product is: [ClH:34].[CH3:35][C:25]1[CH:30]=[CH:29][C:28]([S:31]([NH:19][C:11]2[CH:10]=[CH:9][C:8]([N:5]3[CH2:6][CH2:7][N:2]([CH3:1])[CH2:3][CH2:4]3)=[CH:13][C:12]=2[NH:14][S:15]([CH3:18])(=[O:17])=[O:16])(=[O:33])=[O:32])=[CH:27][CH:26]=1.